Task: Predict which catalyst facilitates the given reaction.. Dataset: Catalyst prediction with 721,799 reactions and 888 catalyst types from USPTO (1) Reactant: C([O:3][C:4](=[O:38])[C@@H:5]([O:7][C:8]1[CH:13]=[CH:12][C:11]([C:14]([N:16]2[C:25]3[C:20](=[CH:21][CH:22]=[CH:23][CH:24]=3)[C@H:19]([N:26]([C:34](=[O:36])[CH3:35])[C:27]3[CH:32]=[CH:31][C:30]([Cl:33])=[CH:29][CH:28]=3)[CH2:18][CH:17]2[CH3:37])=[O:15])=[CH:10][CH:9]=1)[F:6])C.[OH-].[K+]. Product: [C:34]([N:26]([C:27]1[CH:32]=[CH:31][C:30]([Cl:33])=[CH:29][CH:28]=1)[C@H:19]1[C:20]2[C:25](=[CH:24][CH:23]=[CH:22][CH:21]=2)[N:16]([C:14]([C:11]2[CH:12]=[CH:13][C:8]([O:7][C@@H:5]([F:6])[C:4]([OH:38])=[O:3])=[CH:9][CH:10]=2)=[O:15])[CH:17]([CH3:37])[CH2:18]1)(=[O:36])[CH3:35]. The catalyst class is: 92. (2) Product: [Br:17][C:9]1[S:8][C:7]([C:6]2[N:2]([CH3:1])[N:3]=[CH:4][N:5]=2)=[N:11][CH:10]=1. Reactant: [CH3:1][N:2]1[C:6]([C:7]2[S:8][CH:9]=[CH:10][N:11]=2)=[N:5][CH:4]=[N:3]1.CN(C)C=O.[Br:17]N1C(=O)CCC1=O. The catalyst class is: 6. (3) Reactant: [CH3:1][C:2]1[C:6]([CH2:7][OH:8])=[CH:5][N:4]([C:9]2[CH:14]=[CH:13][C:12]([C:15]([F:18])([F:17])[F:16])=[CH:11][N:10]=2)[N:3]=1.O[C:20]1[CH:21]=[C:22]([CH2:26][C:27]([O:29]C)=[O:28])[CH:23]=[CH:24][CH:25]=1.C(P(CCCC)CCCC)CCC.N(C(N1CCCCC1)=O)=NC(N1CCCCC1)=O. Product: [CH3:1][C:2]1[C:6]([CH2:7][O:8][C:20]2[CH:21]=[C:22]([CH2:26][C:27]([OH:29])=[O:28])[CH:23]=[CH:24][CH:25]=2)=[CH:5][N:4]([C:9]2[CH:14]=[CH:13][C:12]([C:15]([F:18])([F:16])[F:17])=[CH:11][N:10]=2)[N:3]=1. The catalyst class is: 7. (4) Reactant: [CH3:1][CH2:2][C@@H:3]([C@@H:5]1[NH:34][C:32](=[O:33])[CH2:31][NH:30][C:28](=[O:29])[C@H:27]2[NH:35][C:36]([C@H:38]([C@H:58]([C@@H:60]([OH:63])[CH2:61][OH:62])[CH3:59])[NH:39][C:40]([C@H:42]3[N:46]([C:47]([C@H:49]([CH2:53][C:54]([NH2:56])=[O:55])[NH:50][C:51](=[O:52])[C@@H:13]([CH2:14][S+:15]([O-:64])[C:16]4[NH:24][C:23]5[CH:22]=[C:21]([OH:25])[CH:20]=[CH:19][C:18]=5[C:17]=4[CH2:26]2)[NH:12][C:10](=[O:11])[CH2:9][NH:8][C:6]1=[O:7])=[O:48])[CH2:45][C@H:44]([OH:57])[CH2:43]3)=[O:41])=[O:37])[CH3:4].[O:65]=P12OP3(OP(OP(O3)(O1)=O)(=O)O2)=O.[C:79]1(=[O:86])[O:85][C:83](=[O:84])[CH2:82][CH2:81][CH2:80]1. Product: [CH3:1][CH2:2][C@@H:3]([C@@H:5]1[NH:34][C:32](=[O:33])[CH2:31][NH:30][C:28](=[O:29])[C@H:27]2[NH:35][C:36]([C@H:38]([C@H:58]([C@@H:60]([OH:63])[CH2:61][OH:62])[CH3:59])[NH:39][C:40]([C@H:42]3[N:46]([C:47]([C@H:49]([CH2:53][C:54]([NH2:56])=[O:55])[NH:50][C:51](=[O:52])[C@@H:13]([CH2:14][S+:15]([O-:64])[C:16]4[NH:24][C:23]5[CH:22]=[C:21]([OH:25])[CH:20]=[CH:19][C:18]=5[C:17]=4[CH2:26]2)[NH:12][C:10](=[O:11])[CH2:9][NH:8][C:6]1=[O:7])=[O:48])[CH2:45][C@H:44]([OH:57])[CH2:43]3)=[O:41])=[O:37])[CH3:4].[C:79]([O-:85])(=[O:86])[CH2:80][CH2:81][CH2:82][C:83]([O-:65])=[O:84]. The catalyst class is: 17. (5) Reactant: [CH:1]([N:4]([CH2:18][C:19]1[CH:20]=[N:21][C:22]([C:25]2[CH:30]=[CH:29][C:28]([S:31]([CH3:34])(=[O:33])=[O:32])=[CH:27][CH:26]=2)=[CH:23][CH:24]=1)[CH:5]1[CH2:10][CH2:9][N:8](C(OC(C)(C)C)=O)[CH2:7][CH2:6]1)([CH3:3])[CH3:2].C(O)(C(F)(F)F)=O. Product: [CH:1]([N:4]([CH2:18][C:19]1[CH:20]=[N:21][C:22]([C:25]2[CH:26]=[CH:27][C:28]([S:31]([CH3:34])(=[O:32])=[O:33])=[CH:29][CH:30]=2)=[CH:23][CH:24]=1)[CH:5]1[CH2:10][CH2:9][NH:8][CH2:7][CH2:6]1)([CH3:3])[CH3:2]. The catalyst class is: 2. (6) Reactant: [F:1][C:2]([F:24])([F:23])[C:3]1[CH:22]=[CH:21][C:6]([O:7][CH:8]([C:11]2[CH:16]=[CH:15][CH:14]=[C:13]([C:17]([F:20])([F:19])[F:18])[CH:12]=2)[CH2:9][OH:10])=[CH:5][CH:4]=1.[C:25](Cl)(=[O:28])[CH2:26][CH3:27].O.CCOCC. Product: [F:1][C:2]([F:23])([F:24])[C:3]1[CH:4]=[CH:5][C:6]([O:7][CH:8]([C:11]2[CH:16]=[CH:15][CH:14]=[C:13]([C:17]([F:18])([F:19])[F:20])[CH:12]=2)[CH2:9][O:10][C:25](=[O:28])[CH2:26][CH3:27])=[CH:21][CH:22]=1. The catalyst class is: 17.